Dataset: Catalyst prediction with 721,799 reactions and 888 catalyst types from USPTO. Task: Predict which catalyst facilitates the given reaction. (1) Product: [CH3:38][S:39]([O:42][C:43]1[CH:48]=[C:47]([C:2]2[C:10]3[C:9]([NH:11][C@H:12]([C:14]4[N:19]([C:20]5[CH:25]=[CH:24][CH:23]=[CH:22][CH:21]=5)[C:18](=[O:26])[C:17]5=[CH:27][CH:28]=[CH:29][N:16]5[N:15]=4)[CH3:13])=[N:8][CH:7]=[N:6][C:5]=3[N:4]([CH2:30][O:31][CH2:32][CH2:33][Si:34]([CH3:37])([CH3:36])[CH3:35])[CH:3]=2)[CH:46]=[C:45]([NH:58][S:59]([CH3:62])(=[O:61])=[O:60])[CH:44]=1)(=[O:40])=[O:41]. Reactant: Br[C:2]1[C:10]2[C:9]([NH:11][C@H:12]([C:14]3[N:19]([C:20]4[CH:25]=[CH:24][CH:23]=[CH:22][CH:21]=4)[C:18](=[O:26])[C:17]4=[CH:27][CH:28]=[CH:29][N:16]4[N:15]=3)[CH3:13])=[N:8][CH:7]=[N:6][C:5]=2[N:4]([CH2:30][O:31][CH2:32][CH2:33][Si:34]([CH3:37])([CH3:36])[CH3:35])[CH:3]=1.[CH3:38][S:39]([O:42][C:43]1[CH:48]=[C:47](B2OC(C)(C)C(C)(C)O2)[CH:46]=[C:45]([NH:58][S:59]([CH3:62])(=[O:61])=[O:60])[CH:44]=1)(=[O:41])=[O:40].CS(Cl)(=O)=O.C(=O)([O-])[O-].[Na+].[Na+]. The catalyst class is: 235. (2) Reactant: [CH:1]1([C:4]2[CH:5]=[C:6]([C:13]([O:15][CH2:16][CH3:17])=[O:14])[C:7]3[CH:12]=[N:11][NH:10][C:8]=3[N:9]=2)[CH2:3][CH2:2]1.CC(C)([O-])C.[K+].C[N:25]1CCCC1=O. Product: [NH2:25][N:10]1[C:8]2[N:9]=[C:4]([CH:1]3[CH2:2][CH2:3]3)[CH:5]=[C:6]([C:13]([O:15][CH2:16][CH3:17])=[O:14])[C:7]=2[CH:12]=[N:11]1. The catalyst class is: 25. (3) Reactant: [C:1]([C:3]1[CH:8]=[CH:7][CH:6]=[CH:5][C:4]=1[NH:9][S:10]([CH3:13])(=[O:12])=[O:11])#[N:2].[H-].[Na+].[CH2:16](I)[CH2:17][CH3:18]. Product: [C:1]([C:3]1[CH:8]=[CH:7][CH:6]=[CH:5][C:4]=1[N:9]([CH2:16][CH2:17][CH3:18])[S:10]([CH3:13])(=[O:12])=[O:11])#[N:2]. The catalyst class is: 37. (4) Reactant: [F:1][C:2]([F:21])([F:20])[C:3]1[CH:4]=[C:5]([CH:17]=[CH:18][CH:19]=1)[CH2:6][CH:7]1[CH2:12][CH:11]([C:13]([O:15][CH3:16])=[O:14])[CH2:10][CH2:9][NH:8]1.CCN(C(C)C)C(C)C.[C:31](Cl)(=[O:34])[O:32][CH3:33].CCOCC. Product: [F:21][C:2]([F:20])([F:1])[C:3]1[CH:4]=[C:5]([CH:17]=[CH:18][CH:19]=1)[CH2:6][CH:7]1[CH2:12][CH:11]([C:13]([O:15][CH3:16])=[O:14])[CH2:10][CH2:9][N:8]1[C:31]([O:32][CH3:33])=[O:34]. The catalyst class is: 4.